Dataset: Forward reaction prediction with 1.9M reactions from USPTO patents (1976-2016). Task: Predict the product of the given reaction. Given the reactants [N:1]1[CH:2]=[CH:3][N:4]2[CH:9]=[C:8]([C:10]([O:12]C)=[O:11])[CH:7]=[N:6][C:5]=12.[OH-].[Na+].Cl, predict the reaction product. The product is: [N:1]1[CH:2]=[CH:3][N:4]2[CH:9]=[C:8]([C:10]([OH:12])=[O:11])[CH:7]=[N:6][C:5]=12.